Dataset: Forward reaction prediction with 1.9M reactions from USPTO patents (1976-2016). Task: Predict the product of the given reaction. (1) Given the reactants [N:1]([C@@H:4]([C@H:31]([C:39]1[CH:44]=[C:43]([F:45])[CH:42]=[C:41]([F:46])[CH:40]=1)[C:32]1[CH:37]=[CH:36][C:35]([F:38])=[CH:34][CH:33]=1)[C:5]([NH:7][C:8]1[CH:9]=[N:10][CH:11]=[C:12]([F:30])[C:13]=1[CH2:14][CH2:15][C@H:16]1[CH2:20][O:19]C(C)(C)[N:17]1C(OC(C)(C)C)=O)=[O:6])=[N+:2]=[N-:3].C(O)(C(F)(F)F)=O.O, predict the reaction product. The product is: [NH2:17][C@H:16]([CH2:20][OH:19])[CH2:15][CH2:14][C:13]1[C:12]([F:30])=[CH:11][N:10]=[CH:9][C:8]=1[NH:7][C:5](=[O:6])[C@@H:4]([N:1]=[N+:2]=[N-:3])[C@H:31]([C:39]1[CH:44]=[C:43]([F:45])[CH:42]=[C:41]([F:46])[CH:40]=1)[C:32]1[CH:33]=[CH:34][C:35]([F:38])=[CH:36][CH:37]=1. (2) Given the reactants ClC(C[C:6]1[CH:11]=[CH:10][CH:9]=[CH:8][C:7]=1[O:12][CH3:13])C=O.[NH2:14]C(N)=O, predict the reaction product. The product is: [CH3:13][O:12][C:7]1[CH:8]=[CH:9][CH:10]=[CH:11][C:6]=1[NH2:14]. (3) Given the reactants [C:1]([O:5][C:6](=[O:22])[NH:7][C:8]1[CH:13]=[CH:12][C:11]([C:14]2[CH:19]=[CH:18][C:17]([F:20])=[CH:16][CH:15]=2)=[CH:10][C:9]=1[NH2:21])([CH3:4])([CH3:3])[CH3:2].C([O:27][C:28](=O)[CH2:29][C:30]([C:32]1[CH:37]=[CH:36][CH:35]=[C:34]([N:38]2[CH:42]=[C:41]([CH3:43])[N:40]=[CH:39]2)[CH:33]=1)=[O:31])(C)(C)C, predict the reaction product. The product is: [C:1]([O:5][C:6](=[O:22])[NH:7][C:8]1[CH:13]=[CH:12][C:11]([C:14]2[CH:15]=[CH:16][C:17]([F:20])=[CH:18][CH:19]=2)=[CH:10][C:9]=1[NH:21][C:28](=[O:27])[CH2:29][C:30]([C:32]1[CH:37]=[CH:36][CH:35]=[C:34]([N:38]2[CH:42]=[C:41]([CH3:43])[N:40]=[CH:39]2)[CH:33]=1)=[O:31])([CH3:4])([CH3:2])[CH3:3].